This data is from Peptide-MHC class II binding affinity with 134,281 pairs from IEDB. The task is: Regression. Given a peptide amino acid sequence and an MHC pseudo amino acid sequence, predict their binding affinity value. This is MHC class II binding data. (1) The peptide sequence is EKKYFAATQFEPCAA. The MHC is DRB1_0101 with pseudo-sequence DRB1_0101. The binding affinity (normalized) is 0.404. (2) The peptide sequence is DEELLKAVRIIKILYQSNP. The MHC is HLA-DPA10103-DPB10401 with pseudo-sequence HLA-DPA10103-DPB10401. The binding affinity (normalized) is 0.403. (3) The peptide sequence is TLEVHAVKPAAEEVK. The MHC is DRB1_1302 with pseudo-sequence DRB1_1302. The binding affinity (normalized) is 0.780. (4) The peptide sequence is ASVIPPARLFKAFVL. The MHC is DRB1_0404 with pseudo-sequence DRB1_0404. The binding affinity (normalized) is 0.652. (5) The peptide sequence is GALLLWMGINARDRS. The binding affinity (normalized) is 0.996. The MHC is DRB1_1501 with pseudo-sequence DRB1_1501. (6) The peptide sequence is VDQKQFKQDSKYSHG. The MHC is DRB1_0701 with pseudo-sequence DRB1_0701. The binding affinity (normalized) is 0.461. (7) The peptide sequence is ADAGYAPATPAAAGA. The MHC is DRB1_0405 with pseudo-sequence DRB1_0405. The binding affinity (normalized) is 0.246.